Dataset: NCI-60 drug combinations with 297,098 pairs across 59 cell lines. Task: Regression. Given two drug SMILES strings and cell line genomic features, predict the synergy score measuring deviation from expected non-interaction effect. (1) Drug 1: CC12CCC3C(C1CCC2=O)CC(=C)C4=CC(=O)C=CC34C. Drug 2: CCC1=CC2CC(C3=C(CN(C2)C1)C4=CC=CC=C4N3)(C5=C(C=C6C(=C5)C78CCN9C7C(C=CC9)(C(C(C8N6C)(C(=O)OC)O)OC(=O)C)CC)OC)C(=O)OC.C(C(C(=O)O)O)(C(=O)O)O. Cell line: HCC-2998. Synergy scores: CSS=54.3, Synergy_ZIP=-2.20, Synergy_Bliss=-2.43, Synergy_Loewe=-9.41, Synergy_HSA=0.420. (2) Drug 1: CS(=O)(=O)C1=CC(=C(C=C1)C(=O)NC2=CC(=C(C=C2)Cl)C3=CC=CC=N3)Cl. Drug 2: CCCS(=O)(=O)NC1=C(C(=C(C=C1)F)C(=O)C2=CNC3=C2C=C(C=N3)C4=CC=C(C=C4)Cl)F. Cell line: T-47D. Synergy scores: CSS=-0.792, Synergy_ZIP=-1.60, Synergy_Bliss=2.28, Synergy_Loewe=-4.67, Synergy_HSA=-0.137. (3) Drug 1: C1CCC(C1)C(CC#N)N2C=C(C=N2)C3=C4C=CNC4=NC=N3. Drug 2: C1=CC=C(C(=C1)C(C2=CC=C(C=C2)Cl)C(Cl)Cl)Cl. Cell line: SW-620. Synergy scores: CSS=17.1, Synergy_ZIP=-0.520, Synergy_Bliss=5.06, Synergy_Loewe=-0.290, Synergy_HSA=2.94. (4) Drug 1: C1=C(C(=O)NC(=O)N1)F. Drug 2: CCN(CC)CCNC(=O)C1=C(NC(=C1C)C=C2C3=C(C=CC(=C3)F)NC2=O)C. Cell line: NCI/ADR-RES. Synergy scores: CSS=32.2, Synergy_ZIP=-4.25, Synergy_Bliss=-4.51, Synergy_Loewe=-5.76, Synergy_HSA=-5.58. (5) Drug 1: CC12CCC(CC1=CCC3C2CCC4(C3CC=C4C5=CN=CC=C5)C)O. Drug 2: CC1=CC=C(C=C1)C2=CC(=NN2C3=CC=C(C=C3)S(=O)(=O)N)C(F)(F)F. Cell line: UO-31. Synergy scores: CSS=7.75, Synergy_ZIP=-6.48, Synergy_Bliss=-7.54, Synergy_Loewe=-6.06, Synergy_HSA=-5.70. (6) Drug 1: CNC(=O)C1=NC=CC(=C1)OC2=CC=C(C=C2)NC(=O)NC3=CC(=C(C=C3)Cl)C(F)(F)F. Drug 2: C1=CN(C=N1)CC(O)(P(=O)(O)O)P(=O)(O)O. Cell line: COLO 205. Synergy scores: CSS=3.23, Synergy_ZIP=3.41, Synergy_Bliss=-1.42, Synergy_Loewe=-1.64, Synergy_HSA=-1.86.